This data is from Catalyst prediction with 721,799 reactions and 888 catalyst types from USPTO. The task is: Predict which catalyst facilitates the given reaction. Product: [O:21]=[C:20]([C:2]1[O:1][CH:5]=[CH:4][CH:3]=1)[CH2:19][NH:18][C:16](=[O:17])[O:15][C:12]([CH3:13])([CH3:11])[CH3:14]. Reactant: [O:1]1[CH:5]=[CH:4][CH:3]=[CH:2]1.[Li]CCCC.[CH3:11][C:12]([O:15][C:16]([NH:18][CH2:19][C:20](N(OC)C)=[O:21])=[O:17])([CH3:14])[CH3:13]. The catalyst class is: 1.